This data is from Full USPTO retrosynthesis dataset with 1.9M reactions from patents (1976-2016). The task is: Predict the reactants needed to synthesize the given product. (1) Given the product [F:14][C:11]1[CH:12]=[CH:13][C:8]([C:5]2[O:6][CH:7]=[C:3]([CH2:2][N:18]([CH2:17][C:16]([F:15])([F:31])[F:32])[C:19]3[CH:26]=[CH:25][C:22]([C:23]#[N:24])=[C:21]([C:27]([F:28])([F:29])[F:30])[CH:20]=3)[N:4]=2)=[CH:9][CH:10]=1, predict the reactants needed to synthesize it. The reactants are: Cl[CH2:2][C:3]1[N:4]=[C:5]([C:8]2[CH:13]=[CH:12][C:11]([F:14])=[CH:10][CH:9]=2)[O:6][CH:7]=1.[F:15][C:16]([F:32])([F:31])[CH2:17][NH:18][C:19]1[CH:26]=[CH:25][C:22]([C:23]#[N:24])=[C:21]([C:27]([F:30])([F:29])[F:28])[CH:20]=1.[H-].[Na+]. (2) The reactants are: [Cl:1][C:2]1[C:3]([C:16]#[N:17])=[C:4]([N+:13]([O-:15])=[O:14])[C:5]([OH:12])=[C:6]([CH:11]=1)[C:7]([O:9][CH3:10])=[O:8].C(N(CC)CC)C.[F:25][C:26]([F:39])([F:38])[S:27](O[S:27]([C:26]([F:39])([F:38])[F:25])(=[O:29])=[O:28])(=[O:29])=[O:28]. Given the product [Cl:1][C:2]1[C:3]([C:16]#[N:17])=[C:4]([N+:13]([O-:15])=[O:14])[C:5]([O:12][S:27]([C:26]([F:39])([F:38])[F:25])(=[O:29])=[O:28])=[C:6]([CH:11]=1)[C:7]([O:9][CH3:10])=[O:8], predict the reactants needed to synthesize it.